This data is from Forward reaction prediction with 1.9M reactions from USPTO patents (1976-2016). The task is: Predict the product of the given reaction. Given the reactants [CH3:1][O:2][C:3]1[CH:4]=[C:5]2[C:9](=[CH:10][CH:11]=1)[NH:8][N:7]=[C:6]2[C:12]([O:14][CH3:15])=[O:13].[Br:16][C:17]1[CH:18]=[C:19](B(O)O)[CH:20]=[CH:21][CH:22]=1, predict the reaction product. The product is: [Br:16][C:17]1[CH:22]=[C:21]([N:8]2[C:9]3[C:5](=[CH:4][C:3]([O:2][CH3:1])=[CH:11][CH:10]=3)[C:6]([C:12]([O:14][CH3:15])=[O:13])=[N:7]2)[CH:20]=[CH:19][CH:18]=1.